This data is from Peptide-MHC class II binding affinity with 134,281 pairs from IEDB. The task is: Regression. Given a peptide amino acid sequence and an MHC pseudo amino acid sequence, predict their binding affinity value. This is MHC class II binding data. (1) The peptide sequence is QKLLLEEGVPSHIMS. The MHC is H-2-IAb with pseudo-sequence H-2-IAb. The binding affinity (normalized) is 0.375. (2) The peptide sequence is VTVDAAVLAAIDADA. The MHC is DRB1_0802 with pseudo-sequence DRB1_0802. The binding affinity (normalized) is 0.0202. (3) The peptide sequence is RHIVGKPCPKPHRLN. The MHC is H-2-IAb with pseudo-sequence H-2-IAb. The binding affinity (normalized) is 0.162. (4) The peptide sequence is EKVYFAATQFEPLAA. The binding affinity (normalized) is 0.680. The MHC is DRB1_0101 with pseudo-sequence DRB1_0101. (5) The peptide sequence is ELLEFHYYLSSKLNK. The binding affinity (normalized) is 0.833. The MHC is DRB1_0701 with pseudo-sequence DRB1_0701.